From a dataset of Forward reaction prediction with 1.9M reactions from USPTO patents (1976-2016). Predict the product of the given reaction. (1) Given the reactants [F:1][C:2]1[CH:3]=[C:4]([C@@:8]23[O:35][CH2:34][O:33][C@@H:9]2[CH2:10][N:11]([C:14]([C:16]2[CH:21]=[CH:20][C:19]([O:22][CH2:23][CH:24]4[CH:29]5[CH:25]4[CH2:26][CH:27]([OH:30])[CH2:28]5)=[C:18]([O:31][CH3:32])[N:17]=2)=[O:15])[CH2:12][CH2:13]3)[CH:5]=[CH:6][CH:7]=1.CC(OI1(OC(C)=O)(OC(C)=O)OC(=O)C2C=CC=CC1=2)=O, predict the reaction product. The product is: [F:1][C:2]1[CH:3]=[C:4]([C@@:8]23[O:35][CH2:34][O:33][C@@H:9]2[CH2:10][N:11]([C:14]([C:16]2[N:17]=[C:18]([O:31][CH3:32])[C:19]([O:22][CH2:23][CH:24]4[CH:29]5[CH:25]4[CH2:26][C:27](=[O:30])[CH2:28]5)=[CH:20][CH:21]=2)=[O:15])[CH2:12][CH2:13]3)[CH:5]=[CH:6][CH:7]=1. (2) Given the reactants [N:1]1[CH:2]=[C:3]([CH2:10][C:11]([O:13]CC)=O)[N:4]2[CH2:9][CH2:8][CH2:7][CH2:6][C:5]=12.[NH3:16], predict the reaction product. The product is: [N:1]1[CH:2]=[C:3]([CH2:10][C:11]([NH2:16])=[O:13])[N:4]2[CH2:9][CH2:8][CH2:7][CH2:6][C:5]=12. (3) The product is: [F:7][C:8]1[CH:18]=[CH:17][CH:16]=[CH:15][C:9]=1/[CH:10]=[CH:1]/[C:2]([Cl:4])=[O:3]. Given the reactants [C:1](Cl)(=O)[C:2]([Cl:4])=[O:3].[F:7][C:8]1[CH:18]=[CH:17][CH:16]=[CH:15][C:9]=1[CH:10]=CC(O)=O, predict the reaction product. (4) The product is: [F:17][C:14]1[CH:13]=[CH:12][C:11]([C:8]2[CH:9]=[CH:10][C:5]([CH2:3][OH:2])=[CH:6][C:7]=2[O:18][CH3:19])=[CH:16][CH:15]=1. Given the reactants C[O:2][C:3]([C:5]1[CH:10]=[CH:9][C:8]([C:11]2[CH:16]=[CH:15][C:14]([F:17])=[CH:13][CH:12]=2)=[C:7]([O:18][CH3:19])[CH:6]=1)=O.[H-].[H-].[H-].[H-].[Li+].[Al+3], predict the reaction product. (5) Given the reactants [CH:1]([N:4]([CH:18]([CH3:20])[CH3:19])[C:5]([N:7]1[C:11]2[CH:12]=[C:13]([CH3:17])[C:14]([CH3:16])=[CH:15][C:10]=2[N:9]=[CH:8]1)=[O:6])([CH3:3])[CH3:2].C1COCC1.C1(C)C=CC=CC=1.[Li]CCCC.Cl[P:39]([CH:46]1[CH2:51][CH2:50][CH2:49][CH2:48][CH2:47]1)[CH:40]1[CH2:45][CH2:44][CH2:43][CH2:42][CH2:41]1, predict the reaction product. The product is: [CH:46]1([P:39]([CH:40]2[CH2:41][CH2:42][CH2:43][CH2:44][CH2:45]2)[C:8]2[N:7]([C:5]([N:4]([CH:1]([CH3:3])[CH3:2])[CH:18]([CH3:20])[CH3:19])=[O:6])[C:11]3[CH:12]=[C:13]([CH3:17])[C:14]([CH3:16])=[CH:15][C:10]=3[N:9]=2)[CH2:47][CH2:48][CH2:49][CH2:50][CH2:51]1. (6) Given the reactants I.I.[N:3]1([C:10]2[N:14]([CH2:15][CH2:16][CH2:17][C:18]([F:21])([F:20])[F:19])[C:13]3[CH:22]=[CH:23][CH:24]=[CH:25][C:12]=3[N:11]=2)[CH2:9][CH2:8][CH2:7][NH:6][CH2:5][CH2:4]1.[CH3:26][O:27][C:28]1[CH:33]=[CH:32][C:31]([N:34]2[CH:38]=[N:37][N:36]=[N:35]2)=[CH:30][C:29]=1[C:39]([N:41]1[CH2:45][CH2:44][C@:43]([CH2:52][CH2:53]OS(C)(=O)=O)([C:46]2[CH:51]=[CH:50][CH:49]=[CH:48][CH:47]=2)[CH2:42]1)=[O:40].C(N(CC)CC)C, predict the reaction product. The product is: [CH3:26][O:27][C:28]1[CH:33]=[CH:32][C:31]([N:34]2[CH:38]=[N:37][N:36]=[N:35]2)=[CH:30][C:29]=1[C:39]([N:41]1[CH2:45][CH2:44][C@@:43]([C:46]2[CH:51]=[CH:50][CH:49]=[CH:48][CH:47]=2)([CH2:52][CH2:53][N:6]2[CH2:7][CH2:8][CH2:9][N:3]([C:10]3[N:14]([CH2:15][CH2:16][CH2:17][C:18]([F:21])([F:19])[F:20])[C:13]4[CH:22]=[CH:23][CH:24]=[CH:25][C:12]=4[N:11]=3)[CH2:4][CH2:5]2)[CH2:42]1)=[O:40]. (7) Given the reactants [CH2:1]([C:3]1[C:11]2[C:10]([NH2:12])=[CH:9][CH:8]=[CH:7][C:6]=2[N:5]([CH2:13][C:14]2[CH:19]=[CH:18][CH:17]=[C:16]([CH3:20])[N:15]=2)[N:4]=1)[CH3:2].[Li+].C[Si]([N-][Si](C)(C)C)(C)C.[CH3:31][N:32]1[CH2:37][CH2:36][N:35]([CH2:38][CH2:39][O:40][C:41]2[CH:46]=[CH:45][N:44]3[C:47]([C:50](OCC)=[O:51])=[CH:48][N:49]=[C:43]3[CH:42]=2)[CH2:34][CH2:33]1.[Cl-].[NH4+], predict the reaction product. The product is: [CH2:1]([C:3]1[C:11]2[C:6](=[CH:7][CH:8]=[CH:9][C:10]=2[NH:12][C:50]([C:47]2[N:44]3[CH:45]=[CH:46][C:41]([O:40][CH2:39][CH2:38][N:35]4[CH2:36][CH2:37][N:32]([CH3:31])[CH2:33][CH2:34]4)=[CH:42][C:43]3=[N:49][CH:48]=2)=[O:51])[N:5]([CH2:13][C:14]2[CH:19]=[CH:18][CH:17]=[C:16]([CH3:20])[N:15]=2)[N:4]=1)[CH3:2]. (8) Given the reactants [C:1]([O:5][C:6]([N:8]1[CH2:13][CH2:12][N:11]([C:14]([O:16][C:17]([CH3:20])([CH3:19])[CH3:18])=[O:15])[CH2:10][C@@H:9]1[C:21](=[O:26])N(OC)C)=[O:7])([CH3:4])([CH3:3])[CH3:2].[C:27]1([Mg]Cl)[CH:32]=[CH:31][CH:30]=[CH:29][CH:28]=1, predict the reaction product. The product is: [C:1]([O:5][C:6]([N:8]1[CH2:13][CH2:12][N:11]([C:14]([O:16][C:17]([CH3:20])([CH3:19])[CH3:18])=[O:15])[CH2:10][C@@H:9]1[C:21](=[O:26])[C:27]1[CH:32]=[CH:31][CH:30]=[CH:29][CH:28]=1)=[O:7])([CH3:3])([CH3:2])[CH3:4].